This data is from Catalyst prediction with 721,799 reactions and 888 catalyst types from USPTO. The task is: Predict which catalyst facilitates the given reaction. (1) Reactant: C(OC(=O)[NH:7][C@H:8]([CH:14]([OH:21])[C:15]([NH:17][CH:18]1[CH2:20][CH2:19]1)=[O:16])[CH2:9][CH:10]1[CH2:13][CH2:12][CH2:11]1)(C)(C)C.[F:23][C:24]([F:29])([F:28])[C:25]([OH:27])=[O:26]. Product: [F:23][C:24]([F:29])([F:28])[C:25]([OH:27])=[O:26].[NH2:7][C@@H:8]([CH2:9][CH:10]1[CH2:11][CH2:12][CH2:13]1)[CH:14]([OH:21])[C:15]([NH:17][CH:18]1[CH2:20][CH2:19]1)=[O:16]. The catalyst class is: 4. (2) Reactant: C([O:3][C:4]([CH:6]1[CH2:11][CH2:10][CH2:9][N:8]([C:12]2[CH:17]=[CH:16][C:15]([C:18]([N:20]3[C:29]4[C:24](=[CH:25][CH:26]=[CH:27][CH:28]=4)[C@H:23]([N:30]([C:38](=[O:40])[CH3:39])[C:31]4[CH:36]=[CH:35][C:34]([Cl:37])=[CH:33][CH:32]=4)[CH2:22][C@@H:21]3[CH3:41])=[O:19])=[CH:14][CH:13]=2)[CH2:7]1)=[O:5])C.C(O)C.[OH-].[Li+]. Product: [C:38]([N:30]([C:31]1[CH:36]=[CH:35][C:34]([Cl:37])=[CH:33][CH:32]=1)[C@H:23]1[C:24]2[C:29](=[CH:28][CH:27]=[CH:26][CH:25]=2)[N:20]([C:18]([C:15]2[CH:14]=[CH:13][C:12]([N:8]3[CH2:9][CH2:10][CH2:11][CH:6]([C:4]([OH:5])=[O:3])[CH2:7]3)=[CH:17][CH:16]=2)=[O:19])[C@@H:21]([CH3:41])[CH2:22]1)(=[O:40])[CH3:39]. The catalyst class is: 7. (3) Product: [Br:1][C:2]1[CH:3]=[C:4]([CH2:14][C:15]([F:18])([F:17])[F:16])[N:5]=[C:6]([CH2:8][C:9]([F:11])([F:10])[F:12])[CH:7]=1. The catalyst class is: 2. Reactant: [Br:1][C:2]1[CH:7]=[C:6]([CH2:8][C:9]([F:12])([F:11])[F:10])[N+:5]([O-])=[C:4]([CH2:14][C:15]([F:18])([F:17])[F:16])[CH:3]=1.P(Br)(Br)Br.[OH-].[Na+]. (4) The catalyst class is: 56. Reactant: [CH3:1][NH:2][NH2:3].[C:4](O[C:4]([O:6][C:7]([CH3:10])([CH3:9])[CH3:8])=[O:5])([O:6][C:7]([CH3:10])([CH3:9])[CH3:8])=[O:5]. Product: [CH3:1][N:2]([C:4]([O:6][C:7]([CH3:10])([CH3:9])[CH3:8])=[O:5])[NH2:3].